From a dataset of Catalyst prediction with 721,799 reactions and 888 catalyst types from USPTO. Predict which catalyst facilitates the given reaction. (1) Reactant: Cl.[CH3:2][C@@H:3]1[CH2:8][NH:7][C@@H:6]([CH2:9][OH:10])[CH2:5][NH:4]1.C(N(CC)CC)C.[C:18](OC([O-])=O)([O:20][C:21]([CH3:24])([CH3:23])[CH3:22])=[O:19].[OH-].[Na+].Cl. Product: [C:21]([O:20][C:18]([N:4]1[CH2:5][C@H:6]([CH2:9][OH:10])[NH:7][CH2:8][C@H:3]1[CH3:2])=[O:19])([CH3:24])([CH3:23])[CH3:22]. The catalyst class is: 24. (2) Reactant: Cl[CH2:2][C:3]([N:5]1[C:11]2[CH:12]=[CH:13][CH:14]=[CH:15][C:10]=2[CH:9]=[CH:8][C:7]2[CH:16]=[CH:17][CH:18]=[C:19]([Cl:20])[C:6]1=2)=[O:4].[C-:21]#[N:22].[Na+]. Product: [Cl:20][C:19]1[C:6]2[N:5]([C:3](=[O:4])[CH2:2][C:21]#[N:22])[C:11]3[CH:12]=[CH:13][CH:14]=[CH:15][C:10]=3[CH:9]=[CH:8][C:7]=2[CH:16]=[CH:17][CH:18]=1. The catalyst class is: 85. (3) Reactant: [CH3:1][C:2]([O:4][CH2:5][CH:6]1[O:11][CH:10](Br)[CH:9]([O:13][C:14]([CH3:16])=[O:15])[CH:8]([O:17][C:18]([CH3:20])=[O:19])[CH:7]1[O:21][C:22]([CH3:24])=[O:23])=[O:3].[CH3:25][S:26](=[S:29])([O-:28])=[O:27].[Na+]. Product: [CH3:25][S:26](=[S:29])([O:28][C@@H:10]1[O:11][C@H:6]([CH2:5][O:4][C:2](=[O:3])[CH3:1])[C@H:7]([O:21][C:22](=[O:23])[CH3:24])[C@H:8]([O:17][C:18](=[O:19])[CH3:20])[C@H:9]1[O:13][C:14](=[O:15])[CH3:16])=[O:27]. The catalyst class is: 11. (4) Reactant: [F-].C([N+](CCCC)(CCCC)CCCC)CCC.[CH2:19]([C:21]1[CH:26]=[CH:25][C:24]([C:27]2[CH:35]=[C:34]3[C:30]([C:31]([NH:44][C:45](=[O:49])[CH2:46][CH2:47][CH3:48])=[N:32][N:33]3COCC[Si](C)(C)C)=[CH:29][CH:28]=2)=[CH:23][CH:22]=1)[CH3:20].C(OCC)(=O)C. Product: [CH2:19]([C:21]1[CH:22]=[CH:23][C:24]([C:27]2[CH:35]=[C:34]3[C:30]([C:31]([NH:44][C:45](=[O:49])[CH2:46][CH2:47][CH3:48])=[N:32][NH:33]3)=[CH:29][CH:28]=2)=[CH:25][CH:26]=1)[CH3:20]. The catalyst class is: 7. (5) The catalyst class is: 677. Reactant: [CH:1](N(C(C)C)CC)(C)C.[Cl-].[C:11]([O:22][CH3:23])(=[O:21])[C:12]1[CH:20]=[CH:19][C:15](C([O-])=O)=[CH:14][CH:13]=1.C1C(C(N)=N)=CC=C(OCCCCCO[C:40]2[CH:45]=[CH:44][C:43](/[C:46](/[NH2:49])=[N:47]\[OH:48])=CC=2)C=1.C(=O)([O-])[O-].[Cs+].[Cs+].Cl. Product: [CH2:43]([C:46]1[N:49]=[C:1]([C:20]2[CH:19]=[CH:15][CH:14]=[CH:13][C:12]=2[C:11]([O:22][CH3:23])=[O:21])[O:48][N:47]=1)[CH2:44][CH2:45][CH3:40]. (6) Reactant: Cl.[CH2:2]([O:4][C:5](=[O:15])[C@H:6]([CH2:8][C:9]1[CH:14]=[CH:13][CH:12]=[CH:11][CH:10]=1)[NH2:7])[CH3:3].[O-]S([O-])(=O)=O.[Mg+2].[CH:22](=O)[CH3:23].CCN(CC)CC.[BH4-].[Na+]. Product: [CH2:22]([NH:7][C@@H:6]([CH2:8][C:9]1[CH:14]=[CH:13][CH:12]=[CH:11][CH:10]=1)[C:5]([O:4][CH2:2][CH3:3])=[O:15])[CH3:23]. The catalyst class is: 92. (7) Reactant: FC(F)(F)S(N(C1C=CC=CC=1)S(C(F)(F)F)(=O)=O)(=O)=O.[OH:22][C:23]([C:34]1[CH:43]=[C:42]2[C:37]([C@@H:38]3[CH2:49][C:48]([CH3:50])=[CH:47][CH2:46][C@H:39]3[C:40]([CH3:45])([CH3:44])[O:41]2)=[C:36]([OH:51])[CH:35]=1)([CH2:28][CH2:29][CH2:30][CH2:31][CH2:32][CH3:33])[CH2:24][C:25](O)=[O:26].C(N(CC)CC)C.CCCCCC. Product: [CH2:28]([C:23]1([C:34]2[CH:43]=[C:42]3[C:37]([C@@H:38]4[CH2:49][C:48]([CH3:50])=[CH:47][CH2:46][C@H:39]4[C:40]([CH3:44])([CH3:45])[O:41]3)=[C:36]([OH:51])[CH:35]=2)[O:22][C:25](=[O:26])[CH2:24]1)[CH2:29][CH2:30][CH2:31][CH2:32][CH3:33]. The catalyst class is: 2. (8) Reactant: [Br:1][C:2]1[CH:7]=[CH:6][C:5]([N:8]2[CH2:13][CH2:12][NH:11][CH2:10][CH2:9]2)=[CH:4][C:3]=1[C:14]([F:17])([F:16])[F:15].[C:18](O[C:18]([O:20][C:21]([CH3:24])([CH3:23])[CH3:22])=[O:19])([O:20][C:21]([CH3:24])([CH3:23])[CH3:22])=[O:19]. Product: [Br:1][C:2]1[CH:7]=[CH:6][C:5]([N:8]2[CH2:13][CH2:12][N:11]([C:18]([O:20][C:21]([CH3:24])([CH3:23])[CH3:22])=[O:19])[CH2:10][CH2:9]2)=[CH:4][C:3]=1[C:14]([F:15])([F:17])[F:16]. The catalyst class is: 4. (9) Reactant: C([O:3][C:4](=[O:31])[CH2:5][N:6]([CH2:13][C:14]1[CH:30]=[CH:29][C:17]([O:18][C:19]([CH3:28])([CH3:27])[C:20]([O:22][C:23]([CH3:26])([CH3:25])[CH3:24])=[O:21])=[CH:16][CH:15]=1)[CH2:7][C:8]1[O:9][CH:10]=[CH:11][CH:12]=1)C.[OH-].[Na+]. Product: [C:4]([CH2:5][N:6]([CH2:13][C:14]1[CH:15]=[CH:16][C:17]([O:18][C:19]([CH3:28])([CH3:27])[C:20]([O:22][C:23]([CH3:24])([CH3:25])[CH3:26])=[O:21])=[CH:29][CH:30]=1)[CH2:7][C:8]1[O:9][CH:10]=[CH:11][CH:12]=1)([OH:31])=[O:3]. The catalyst class is: 8. (10) Reactant: [OH:1][NH:2][C:3](=O)[CH3:4].C([O-])(C)(C)C.[K+].[Cl:12][C:13]1[C:14]([O:22][CH2:23][CH:24]2[CH2:29][CH2:28][CH2:27][CH2:26][CH2:25]2)=[CH:15][C:16](F)=C([CH:20]=1)C#N.CCOC(C)=O.C[N:37](C=O)C. Product: [Cl:12][C:13]1[C:14]([O:22][CH2:23][CH:24]2[CH2:25][CH2:26][CH2:27][CH2:28][CH2:29]2)=[CH:15][C:16]2[O:1][N:2]=[C:3]([NH2:37])[C:4]=2[CH:20]=1. The catalyst class is: 6.